This data is from Full USPTO retrosynthesis dataset with 1.9M reactions from patents (1976-2016). The task is: Predict the reactants needed to synthesize the given product. Given the product [N:5]1[CH:6]=[CH:7][CH:8]=[CH:9][C:4]=1[CH2:3][O:10][N:11]1[C:12](=[O:21])[C:13]2=[CH:20][CH:19]=[CH:18][CH:17]=[C:14]2[C:15]1=[O:16], predict the reactants needed to synthesize it. The reactants are: Cl.Cl[CH2:3][C:4]1[CH:9]=[CH:8][CH:7]=[CH:6][N:5]=1.[OH:10][N:11]1[C:15](=[O:16])[C:14]2=[CH:17][CH:18]=[CH:19][CH:20]=[C:13]2[C:12]1=[O:21].C(N(CC)CC)C.